From a dataset of TCR-epitope binding with 47,182 pairs between 192 epitopes and 23,139 TCRs. Binary Classification. Given a T-cell receptor sequence (or CDR3 region) and an epitope sequence, predict whether binding occurs between them. The epitope is DRFYKTLRAEQASQEV. The TCR CDR3 sequence is CASSEAASGVGEQYF. Result: 1 (the TCR binds to the epitope).